This data is from Forward reaction prediction with 1.9M reactions from USPTO patents (1976-2016). The task is: Predict the product of the given reaction. Given the reactants [O:1]=[C:2]1[N:6]([C:7]2[CH:14]=[CH:13][C:10]([C:11]#[N:12])=[C:9]([C:15]([F:18])([F:17])[F:16])[CH:8]=2)[C@@H:5]2[CH2:19][CH2:20][CH2:21][CH2:22][C@H:4]2[NH:3]1.[H-].[Na+].CS(O[CH2:30][C:31]1[CH:32]=[N:33][C:34]([Cl:37])=[CH:35][CH:36]=1)(=O)=O, predict the reaction product. The product is: [Cl:37][C:34]1[N:33]=[CH:32][C:31]([CH2:30][N:3]2[C@@H:4]3[CH2:22][CH2:21][CH2:20][CH2:19][C@H:5]3[N:6]([C:7]3[CH:14]=[CH:13][C:10]([C:11]#[N:12])=[C:9]([C:15]([F:18])([F:16])[F:17])[CH:8]=3)[C:2]2=[O:1])=[CH:36][CH:35]=1.